From a dataset of Reaction yield outcomes from USPTO patents with 853,638 reactions. Predict the reaction yield, written as a fraction of the theoretical maximum amount of product (1.0 means a 100% yield; for example, 0.34 means a 34% yield). (1) The reactants are C([Li])CCC.Br[C:7]1[C:12]([CH3:13])=[CH:11][CH:10]=[CH:9][N:8]=1.CN(C)[CH:16]=[O:17]. The catalyst is O1CCCC1. The product is [CH3:13][C:12]1[C:7]([CH:16]=[O:17])=[N:8][CH:9]=[CH:10][CH:11]=1. The yield is 0.550. (2) The reactants are [C:1]([C:5]1[NH:6][C:7]2[C:12]([CH:13]=1)=[C:11]([F:14])[CH:10]=[CH:9][CH:8]=2)([CH3:4])([CH3:3])[CH3:2].[N+:15]([O-])([O-:17])=[O:16].[K+].O. The catalyst is OS(O)(=O)=O. The product is [C:1]([C:5]1[NH:6][C:7]2[C:12]([CH:13]=1)=[C:11]([F:14])[C:10]([N+:15]([O-:17])=[O:16])=[CH:9][CH:8]=2)([CH3:4])([CH3:2])[CH3:3]. The yield is 0.730. (3) The reactants are [CH:1]([C:4]1[C:8]([CH2:9][CH2:10][CH2:11][OH:12])=[CH:7][N:6]([C:13]2[CH:18]=[CH:17][C:16]([C:19]([F:22])([F:21])[F:20])=[CH:15][N:14]=2)[N:5]=1)([CH3:3])[CH3:2].[CH2:23]([C:25]1[C:26](O)=[C:27]([CH2:31][C:32]([O:34][CH3:35])=[O:33])[CH:28]=[CH:29][CH:30]=1)[CH3:24].C(P(CCCC)CCCC)CCC.N(C(N1CCCCC1)=O)=NC(N1CCCCC1)=O. The catalyst is C(OCC)(=O)C.CCCCCC.O1CCCC1. The product is [CH2:23]([C:25]1[C:26]([O:12][CH2:11][CH2:10][CH2:9][C:8]2[C:4]([CH:1]([CH3:3])[CH3:2])=[N:5][N:6]([C:13]3[CH:18]=[CH:17][C:16]([C:19]([F:21])([F:20])[F:22])=[CH:15][N:14]=3)[CH:7]=2)=[C:27]([CH2:31][C:32]([O:34][CH3:35])=[O:33])[CH:28]=[CH:29][CH:30]=1)[CH3:24]. The yield is 0.680. (4) The reactants are Br[C:2]1[N:9]=[CH:8][CH:7]=[C:6]([Cl:10])[C:3]=1[CH:4]=[O:5].[C:11]12[CH2:23][CH2:22][CH2:21][CH2:20][C:19]=1[S:18][C:17]1[C:16](=[O:24])[NH:15][N:14]=[CH:13][C:12]2=1.C([O-])([O-])=O.[K+].[K+].COC1C2C(=C3C(=CC=2)C(OC)=CC=N3)N=CC=1. The catalyst is O1CCOCC1.[Cu]I. The product is [Cl:10][C:6]1[CH:7]=[CH:8][N:9]=[C:2]([N:15]2[C:16](=[O:24])[C:17]3[S:18][C:19]4[CH2:20][CH2:21][CH2:22][CH2:23][C:11]=4[C:12]=3[CH:13]=[N:14]2)[C:3]=1[CH:4]=[O:5]. The yield is 0.340. (5) The reactants are Cl.[CH3:2][S:3]([C:6]1[CH:11]=[CH:10][C:9]([N:12]2[C:16]3=[N:17][CH:18]=[N:19][C:20]([O:21][CH:22]4[CH2:27][CH2:26][NH:25][CH2:24][CH2:23]4)=[C:15]3[CH:14]=[N:13]2)=[CH:8][CH:7]=1)(=[O:5])=[O:4].CCN(CC)CC.[CH2:35]([C:37]([CH2:39]Br)=[O:38])[CH3:36].C(O)(C(F)(F)F)=O. The catalyst is O1CCOCC1.CC#N.O. The product is [CH3:2][S:3]([C:6]1[CH:11]=[CH:10][C:9]([N:12]2[C:16]3=[N:17][CH:18]=[N:19][C:20]([O:21][CH:22]4[CH2:27][CH2:26][N:25]([CH2:39][C:37](=[O:38])[CH2:35][CH3:36])[CH2:24][CH2:23]4)=[C:15]3[CH:14]=[N:13]2)=[CH:8][CH:7]=1)(=[O:4])=[O:5]. The yield is 0.190. (6) The reactants are [CH3:1][O:2][C:3]1[CH:40]=[C:39]([O:41][CH3:42])[CH:38]=[CH:37][C:4]=1[CH2:5][NH:6][C:7]1[C:8]2[CH:15]=[CH:14][N:13]([C@H:16]3[C@@H:20]4[O:21][C:22]([CH3:25])([CH3:24])[O:23][C@@H:19]4[C@@H:18]([CH2:26][N:27]([CH3:36])[CH:28]4[CH2:31][CH:30]([CH2:32][C:33]([OH:35])=O)[CH2:29]4)[O:17]3)[C:9]=2[N:10]=[CH:11][N:12]=1.[C:43]([C:47]1[CH:48]=[C:49]([NH2:54])[C:50]([NH2:53])=[CH:51][CH:52]=1)([CH3:46])([CH3:45])[CH3:44].C(N(CC)C(C)C)(C)C.F[P-](F)(F)(F)(F)F.C[N+](C)=C(N(C)C)ON1C2N=CC=CC=2N=N1. The catalyst is CN(C)C=O. The product is [NH2:54][C:49]1[CH:48]=[C:47]([C:43]([CH3:45])([CH3:44])[CH3:46])[CH:52]=[CH:51][C:50]=1[NH:53][C:33](=[O:35])[CH2:32][CH:30]1[CH2:29][CH:28]([N:27]([CH2:26][C@@H:18]2[C@@H:19]3[C@@H:20]([O:21][C:22]([CH3:25])([CH3:24])[O:23]3)[C@H:16]([N:13]3[C:9]4[N:10]=[CH:11][N:12]=[C:7]([NH:6][CH2:5][C:4]5[CH:37]=[CH:38][C:39]([O:41][CH3:42])=[CH:40][C:3]=5[O:2][CH3:1])[C:8]=4[CH:15]=[CH:14]3)[O:17]2)[CH3:36])[CH2:31]1. The yield is 0.820. (7) The reactants are [CH3:1][O:2][C:3]1[N:4]=[CH:5][C:6]([CH2:9][OH:10])=[N:7][CH:8]=1. The catalyst is C(Cl)(Cl)Cl.O=[Mn]=O. The product is [CH3:1][O:2][C:3]1[N:4]=[CH:5][C:6]([CH:9]=[O:10])=[N:7][CH:8]=1. The yield is 0.510.